Dataset: Full USPTO retrosynthesis dataset with 1.9M reactions from patents (1976-2016). Task: Predict the reactants needed to synthesize the given product. (1) Given the product [F:1][C:2]1[CH:10]=[CH:9][C:5]([CH2:6][OH:7])=[CH:4][C:3]=1[N+:11]([O-:13])=[O:12], predict the reactants needed to synthesize it. The reactants are: [F:1][C:2]1[CH:10]=[CH:9][C:5]([C:6](O)=[O:7])=[CH:4][C:3]=1[N+:11]([O-:13])=[O:12].B.C1COCC1. (2) Given the product [C:27]([NH:1][C:2]1[CH:10]=[CH:9][CH:8]=[C:7]2[C:3]=1[CH2:4][CH2:5][CH:6]2[N:11]1[CH:16]=[CH:15][CH:14]=[C:13]([C:17]([NH:19][C:20]2[CH:25]=[CH:24][N:23]=[CH:22][CH:21]=2)=[O:18])[C:12]1=[O:26])(=[O:29])[CH3:28], predict the reactants needed to synthesize it. The reactants are: [NH2:1][C:2]1[CH:10]=[CH:9][CH:8]=[C:7]2[C:3]=1[CH2:4][CH2:5][CH:6]2[N:11]1[CH:16]=[CH:15][CH:14]=[C:13]([C:17]([NH:19][C:20]2[CH:25]=[CH:24][N:23]=[CH:22][CH:21]=2)=[O:18])[C:12]1=[O:26].[C:27](Cl)(=[O:29])[CH3:28].CCN(CC)CC. (3) Given the product [F:35][C:25]1[C:26]([O:30][C:31]([F:33])([F:34])[F:32])=[CH:27][CH:28]=[CH:29][C:24]=1[NH:23][C:22]([C@@H:21]1[CH2:20][C@:19]2([CH2:37][OH:38])[C@@H:17]([CH2:18]2)[N:16]1[C:14](=[O:15])[CH2:13][N:6]1[C:7]2[C:12](=[CH:11][CH:10]=[CH:9][CH:8]=2)[C:4]([C:1]([NH2:2])=[O:3])=[N:5]1)=[O:36], predict the reactants needed to synthesize it. The reactants are: [C:1]([C:4]1[C:12]2[C:7](=[CH:8][CH:9]=[CH:10][CH:11]=2)[N:6]([CH2:13][C:14]([N:16]2[C@H:21]([C:22](=[O:36])[NH:23][C:24]3[CH:29]=[CH:28][CH:27]=[C:26]([O:30][C:31]([F:34])([F:33])[F:32])[C:25]=3[F:35])[CH2:20][C@:19]3([CH2:37][O:38]C(=O)CN4C5C(=CC=CC=5)C(C(=O)N)=N4)[C@H:17]2[CH2:18]3)=[O:15])[N:5]=1)(=[O:3])[NH2:2].[OH-].[Na+].CCOC(C)=O. (4) Given the product [OH:12][C:11]1[C:10]2[C:5](=[CH:6][CH:7]=[CH:8][N:9]=2)[N:4]=[CH:3][C:2]=1[NH:1][C:13](=[O:17])[CH2:14][CH2:15][CH3:16], predict the reactants needed to synthesize it. The reactants are: [NH2:1][C:2]1[CH:3]=[N:4][C:5]2[C:10]([C:11]=1[OH:12])=[N:9][CH:8]=[CH:7][CH:6]=2.[C:13](Cl)(=[O:17])[CH2:14][CH2:15][CH3:16].C. (5) Given the product [OH:37][C:2]([CH3:36])([CH3:1])[C:3]([N:5]1[CH2:8][CH:7]([CH2:9][C:10]2[N:11]([CH3:35])[C:12]3[C:17]([N:18]=2)=[C:16]([N:19]2[CH2:24][CH2:23][O:22][CH2:21][CH2:20]2)[N:15]=[C:14]([N:25]2[C:29]4[CH:30]=[CH:31][CH:32]=[CH:33][C:28]=4[N:27]=[C:26]2[CH3:34])[N:13]=3)[CH2:6]1)=[O:4], predict the reactants needed to synthesize it. The reactants are: [CH3:1][C:2]([O:37]C(=O)C)([CH3:36])[C:3]([N:5]1[CH2:8][CH:7]([CH2:9][C:10]2[N:11]([CH3:35])[C:12]3[C:17]([N:18]=2)=[C:16]([N:19]2[CH2:24][CH2:23][O:22][CH2:21][CH2:20]2)[N:15]=[C:14]([N:25]2[C:29]4[CH:30]=[CH:31][CH:32]=[CH:33][C:28]=4[N:27]=[C:26]2[CH3:34])[N:13]=3)[CH2:6]1)=[O:4].[Li+].[OH-]. (6) Given the product [CH3:30][O:29][C:26]1[CH:27]=[C:28]2[C:23](=[CH:24][C:25]=1[O:31][CH3:32])[N:22]=[CH:21][CH:20]=[C:19]2[O:17][C:16]1[C:7]([C:2]2[CH:3]=[CH:4][CH:5]=[CH:6][N:1]=2)=[N:8][C:9]2[C:14]([CH:15]=1)=[CH:13][CH:12]=[CH:11][N:10]=2, predict the reactants needed to synthesize it. The reactants are: [N:1]1[CH:6]=[CH:5][CH:4]=[CH:3][C:2]=1[C:7]1[C:16]([OH:17])=[CH:15][C:14]2[C:9](=[N:10][CH:11]=[CH:12][CH:13]=2)[N:8]=1.Cl[C:19]1[C:28]2[C:23](=[CH:24][C:25]([O:31][CH3:32])=[C:26]([O:29][CH3:30])[CH:27]=2)[N:22]=[CH:21][CH:20]=1.O.